Task: Predict the product of the given reaction.. Dataset: Forward reaction prediction with 1.9M reactions from USPTO patents (1976-2016) (1) Given the reactants [CH2:1]([C:4]1[N:8]([CH2:9][C:10]2[CH:27]=[CH:26][C:13]3/[C:14](=[CH:23]/[C:24]#[N:25])/[C:15]4[CH:22]=[CH:21][CH:20]=[CH:19][C:16]=4[CH2:17][CH2:18][C:12]=3[CH:11]=2)[C:7]2[CH:28]=[CH:29][CH:30]=[CH:31][C:6]=2[N:5]=1)[CH2:2][CH3:3].NO.[N:34]1C=CC=CC=1.[C:40](Cl)(=[O:44])[O:41]CC.C(=O)([O-])O.[Na+].CC(C)([O-])C.[K+], predict the reaction product. The product is: [CH2:1]([C:4]1[N:8]([CH2:9][C:10]2[CH:27]=[CH:26][C:13]3/[C:14](=[CH:23]/[C:24]4[NH:34][C:40](=[O:44])[O:41][N:25]=4)/[C:15]4[CH:22]=[CH:21][CH:20]=[CH:19][C:16]=4[CH2:17][CH2:18][C:12]=3[CH:11]=2)[C:7]2[CH:28]=[CH:29][CH:30]=[CH:31][C:6]=2[N:5]=1)[CH2:2][CH3:3]. (2) The product is: [Br:1][CH2:2][C:3]1[O:7][N:6]=[C:5]([C:8]([NH:26][C@@H:27]([CH3:43])[CH2:28][N:29]2[CH:33]=[CH:32][C:31]([C:34]3[CH:41]=[CH:40][C:37]([C:38]#[N:39])=[C:36]([Cl:42])[CH:35]=3)=[N:30]2)=[O:10])[CH:4]=1. Given the reactants [Br:1][CH2:2][C:3]1[O:7][N:6]=[C:5]([C:8]([OH:10])=O)[CH:4]=1.C1CCC(N=C=NC2CCCCC2)CC1.[NH2:26][C@@H:27]([CH3:43])[CH2:28][N:29]1[CH:33]=[CH:32][C:31]([C:34]2[CH:41]=[CH:40][C:37]([C:38]#[N:39])=[C:36]([Cl:42])[CH:35]=2)=[N:30]1, predict the reaction product. (3) Given the reactants [CH3:1][C:2]1[S:17][C:5]2[O:6][C:7]3[CH:15]=[C:14]([CH3:16])[CH:13]=[CH:12][C:8]=3[NH:9][C:10](=O)[C:4]=2[CH:3]=1.CN(C)C1C=CC=CC=1.P(Cl)(Cl)([Cl:29])=O, predict the reaction product. The product is: [Cl:29][C:10]1[C:4]2[CH:3]=[C:2]([CH3:1])[S:17][C:5]=2[O:6][C:7]2[CH:15]=[C:14]([CH3:16])[CH:13]=[CH:12][C:8]=2[N:9]=1. (4) Given the reactants [Cl:1][C:2]1[CH:7]=[CH:6][C:5]([C:8]2[N:9]=[CH:10][C:11]([OH:14])=[N:12][CH:13]=2)=[CH:4][CH:3]=1.[CH2:15]([O:17][C:18]([C:20]1([CH2:35]I)[CH2:24][CH2:23][N:22]([C:25](=[O:34])[C:26]2[CH:31]=[CH:30][C:29]([O:32][CH3:33])=[CH:28][CH:27]=2)[CH2:21]1)=[O:19])[CH3:16], predict the reaction product. The product is: [CH2:15]([O:17][C:18]([C:20]1([CH2:35][O:14][C:11]2[CH:10]=[N:9][C:8]([C:5]3[CH:4]=[CH:3][C:2]([Cl:1])=[CH:7][CH:6]=3)=[CH:13][N:12]=2)[CH2:24][CH2:23][N:22]([C:25](=[O:34])[C:26]2[CH:27]=[CH:28][C:29]([O:32][CH3:33])=[CH:30][CH:31]=2)[CH2:21]1)=[O:19])[CH3:16].